Dataset: Full USPTO retrosynthesis dataset with 1.9M reactions from patents (1976-2016). Task: Predict the reactants needed to synthesize the given product. (1) Given the product [CH2:29]([O:31][C:32](=[O:52])[CH2:33][C:34]1([C:37]2[CH:42]=[CH:41][C:40]([C:2]3[CH:3]=[CH:4][C:5]([C:8]4[O:12][N:11]=[C:10]([CH3:13])[C:9]=4[NH:14][CH:15]([CH3:28])[CH2:16][CH2:17][C:18]4[CH:23]=[CH:22][CH:21]=[C:20]([C:24]([F:27])([F:25])[F:26])[CH:19]=4)=[CH:6][CH:7]=3)=[CH:39][CH:38]=2)[CH2:36][CH2:35]1)[CH3:30], predict the reactants needed to synthesize it. The reactants are: Br[C:2]1[CH:7]=[CH:6][C:5]([C:8]2[O:12][N:11]=[C:10]([CH3:13])[C:9]=2[NH:14][CH:15]([CH3:28])[CH2:16][CH2:17][C:18]2[CH:23]=[CH:22][CH:21]=[C:20]([C:24]([F:27])([F:26])[F:25])[CH:19]=2)=[CH:4][CH:3]=1.[CH2:29]([O:31][C:32](=[O:52])[CH2:33][C:34]1([C:37]2[CH:42]=[CH:41][C:40](B3OC(C)(C)C(C)(C)O3)=[CH:39][CH:38]=2)[CH2:36][CH2:35]1)[CH3:30]. (2) Given the product [C:39]([O:38][C:36]([N:7]1[CH2:8][CH2:9][C@@H:10]([O:12][C:13]2[C:14]3[C:21]([C:22]4[CH:23]=[CH:24][C:25]([O:28][CH3:29])=[CH:26][CH:27]=4)=[C:20]([C:30]4[CH:31]=[CH:32][CH:33]=[CH:34][CH:35]=4)[O:19][C:15]=3[N:16]=[CH:17][N:18]=2)[CH2:11][C@H:6]1[CH2:5][CH2:4][C:3]([OH:43])=[O:2])=[O:37])([CH3:42])([CH3:40])[CH3:41], predict the reactants needed to synthesize it. The reactants are: C[O:2][C:3](=[O:43])[CH2:4][CH2:5][C@@H:6]1[CH2:11][C@H:10]([O:12][C:13]2[C:14]3[C:21]([C:22]4[CH:27]=[CH:26][C:25]([O:28][CH3:29])=[CH:24][CH:23]=4)=[C:20]([C:30]4[CH:35]=[CH:34][CH:33]=[CH:32][CH:31]=4)[O:19][C:15]=3[N:16]=[CH:17][N:18]=2)[CH2:9][CH2:8][N:7]1[C:36]([O:38][C:39]([CH3:42])([CH3:41])[CH3:40])=[O:37].[OH-].[Na+].Cl. (3) Given the product [Br:20][C:17]1[CH:16]=[CH:15][C:14]([CH:6]([C:7]2[CH:8]=[CH:9][C:10]([Cl:13])=[CH:11][CH:12]=2)[CH2:5][C:4]([OH:23])=[O:3])=[CH:19][CH:18]=1, predict the reactants needed to synthesize it. The reactants are: C([O:3][C:4](=[O:23])[CH:5](C#N)[CH:6]([C:14]1[CH:19]=[CH:18][C:17]([Br:20])=[CH:16][CH:15]=1)[C:7]1[CH:12]=[CH:11][C:10]([Cl:13])=[CH:9][CH:8]=1)C.C(O)(=O)C.S(=O)(=O)(O)O. (4) The reactants are: C[O:2][C:3]([C:5]1[C:6]2[CH:7]=[CH:8][N:9]([CH:20]([CH3:22])[CH3:21])[C:10]=2[CH:11]=[C:12]([O:14][CH2:15][CH2:16][N:17]([CH3:19])[CH3:18])[CH:13]=1)=[O:4].O[Li].O. Given the product [CH3:19][N:17]([CH3:18])[CH2:16][CH2:15][O:14][C:12]1[CH:13]=[C:5]([C:3]([OH:4])=[O:2])[C:6]2[CH:7]=[CH:8][N:9]([CH:20]([CH3:22])[CH3:21])[C:10]=2[CH:11]=1, predict the reactants needed to synthesize it. (5) Given the product [F:19][C:16]1[CH:17]=[CH:18][C:13]([C:9]2[CH:8]=[C:7]([CH:4]3[CH2:5][CH2:6][O:1][CH2:2][CH2:3]3)[N:11]([CH3:12])[N:10]=2)=[CH:14][CH:15]=1, predict the reactants needed to synthesize it. The reactants are: [O:1]1[CH2:6][CH:5]=[C:4]([C:7]2[N:11]([CH3:12])[N:10]=[C:9]([C:13]3[CH:18]=[CH:17][C:16]([F:19])=[CH:15][CH:14]=3)[CH:8]=2)[CH2:3][CH2:2]1.[H][H]. (6) Given the product [Br:31][C:28]1[CH:29]=[CH:30][C:25]([CH2:24][N:9]2[C:8](=[O:13])[C:7]3[C:14]([F:16])=[CH:15][C:4]([CH:1]4[CH2:3][CH2:2]4)=[CH:5][C:6]=3[O:12][CH2:11][CH2:10]2)=[N:26][CH:27]=1, predict the reactants needed to synthesize it. The reactants are: [CH:1]1([C:4]2[CH:15]=[C:14]([F:16])[C:7]3[C:8](=[O:13])[NH:9][CH2:10][CH2:11][O:12][C:6]=3[CH:5]=2)[CH2:3][CH2:2]1.[H-].[Na+].CS(O[CH2:24][C:25]1[CH:30]=[CH:29][C:28]([Br:31])=[CH:27][N:26]=1)(=O)=O.